From a dataset of Peptide-MHC class II binding affinity with 134,281 pairs from IEDB. Regression. Given a peptide amino acid sequence and an MHC pseudo amino acid sequence, predict their binding affinity value. This is MHC class II binding data. (1) The peptide sequence is GRSLRLSCAASGFTF. The MHC is DRB3_0202 with pseudo-sequence DRB3_0202. The binding affinity (normalized) is 0.737. (2) The peptide sequence is AFEGVFGHLAATAVP. The MHC is HLA-DQA10501-DQB10201 with pseudo-sequence HLA-DQA10501-DQB10201. The binding affinity (normalized) is 0.365. (3) The peptide sequence is AGWLAFFRDLVARGL. The MHC is DRB1_0301 with pseudo-sequence DRB1_0301. The binding affinity (normalized) is 0.536. (4) The peptide sequence is TFTRGAQKLLSEAIN. The MHC is DRB1_0101 with pseudo-sequence DRB1_0101. The binding affinity (normalized) is 0.563. (5) The peptide sequence is VPRDLEVVAATPTSL. The MHC is DRB1_0404 with pseudo-sequence DRB1_0404. The binding affinity (normalized) is 0.681.